Dataset: Catalyst prediction with 721,799 reactions and 888 catalyst types from USPTO. Task: Predict which catalyst facilitates the given reaction. Reactant: [CH3:1][N:2]([C:6]1[CH:11]=[CH:10][CH:9]=[CH:8][CH:7]=1)[C:3](=[O:5])[CH3:4].[S:12]([Cl:16])(=O)(=[O:14])[OH:13]. Product: [CH3:1][N:2]([C:6]1[CH:11]=[CH:10][C:9]([S:12]([Cl:16])(=[O:14])=[O:13])=[CH:8][CH:7]=1)[C:3](=[O:5])[CH3:4]. The catalyst class is: 46.